Dataset: hERG Central: cardiac toxicity at 1µM, 10µM, and general inhibition. Task: Predict hERG channel inhibition at various concentrations. (1) The compound is CCOC(=O)N1CCC(N2CCCC(C(=O)c3ccccc3OC)C2)CC1. Results: hERG_inhib (hERG inhibition (general)): blocker. (2) The molecule is CN(C)S(=O)(=O)c1cc(NC(=O)Cn2ccsc2=N)ccc1Cl.Cl. Results: hERG_inhib (hERG inhibition (general)): blocker. (3) The drug is O=C(NNC(=S)NC(=O)c1ccccc1[N+](=O)[O-])c1ccc(Cl)cc1Cl. Results: hERG_inhib (hERG inhibition (general)): blocker. (4) The molecule is CCOc1ccc(N2CC(C(=O)NCCc3ccc(F)cc3)CC2=O)cc1. Results: hERG_inhib (hERG inhibition (general)): blocker. (5) The molecule is O=C(Nc1ccccc1N1CCN(C(=O)c2ccccc2)CC1)c1ccco1. Results: hERG_inhib (hERG inhibition (general)): blocker. (6) The compound is Cc1ccc(S(=O)(=O)c2cc3c(=O)n4ccccc4nc3n(CC3CCCO3)c2=N)cc1C. Results: hERG_inhib (hERG inhibition (general)): blocker. (7) The molecule is CCN1CCN(c2ccccc2NC(=O)C(C)Oc2ccc(C(C)=O)cc2)CC1. Results: hERG_inhib (hERG inhibition (general)): blocker. (8) The compound is Cn1c(=O)c2c(SCC(=O)NCc3ccco3)nc(CC(C)(C)C)nc2n(C)c1=O. Results: hERG_inhib (hERG inhibition (general)): blocker.